Dataset: Forward reaction prediction with 1.9M reactions from USPTO patents (1976-2016). Task: Predict the product of the given reaction. (1) Given the reactants Cl[C:2]1[C:3]2[CH2:11][CH2:10][N:9]([C:12]3[C:17]([Cl:18])=[CH:16][CH:15]=[CH:14][N:13]=3)[CH2:8][C:4]=2[N:5]=[CH:6][N:7]=1.[CH3:19][N:20]1[CH2:25][CH2:24][O:23][C:22]2[CH:26]=[C:27]([NH2:30])[CH:28]=[CH:29][C:21]1=2.[I-].[Na+], predict the reaction product. The product is: [Cl:18][C:17]1[C:12]([N:9]2[CH2:10][CH2:11][C:3]3[C:2]([NH:30][C:27]4[CH:28]=[CH:29][C:21]5[N:20]([CH3:19])[CH2:25][CH2:24][O:23][C:22]=5[CH:26]=4)=[N:7][CH:6]=[N:5][C:4]=3[CH2:8]2)=[N:13][CH:14]=[CH:15][CH:16]=1. (2) Given the reactants C(OC(NC(C)(C([NH:13][CH:14]1[C@@H:21]2[N:17]([CH2:18][C@H:19]([O:29][C@@H:30]([C:32]3[CH:37]=[C:36]([C:38]([F:41])([F:40])[F:39])[CH:35]=[C:34]([C:42]([F:45])([F:44])[F:43])[CH:33]=3)[CH3:31])[C@H:20]2[C:22]2[CH:27]=[CH:26][C:25]([F:28])=[CH:24][CH:23]=2)[C:16](=[O:46])[CH2:15]1)=O)C)=O)(C)(C)C.[ClH:48].NC1C2N(CC(O[C@@H](C3C=C(C(F)(F)F)C=C(C(F)(F)F)C=3)C)C2C2C=CC(F)=CC=2)C(=O)C1, predict the reaction product. The product is: [NH2:13][CH:14]1[CH:21]2[N:17]([CH2:18][CH:19]([O:29][C@@H:30]([C:32]3[CH:37]=[C:36]([C:38]([F:41])([F:40])[F:39])[CH:35]=[C:34]([C:42]([F:45])([F:44])[F:43])[CH:33]=3)[CH3:31])[CH:20]2[C:22]2[CH:27]=[CH:26][C:25]([F:28])=[CH:24][C:23]=2[Cl:48])[C:16](=[O:46])[CH2:15]1. (3) The product is: [OH:7][CH2:6][C@H:5]([N:4]([CH2:3][C@H:2]([OH:1])[CH3:9])[C:16](=[O:17])[O:18][CH2:19][C:20]1[CH:25]=[CH:24][CH:23]=[CH:22][CH:21]=1)[CH3:8]. Given the reactants [OH:1][C@H:2]([CH3:9])[CH2:3][NH:4][C@H:5]([CH3:8])[CH2:6][OH:7].C(=O)(O)[O-].[Na+].Cl[C:16]([O:18][CH2:19][C:20]1[CH:25]=[CH:24][CH:23]=[CH:22][CH:21]=1)=[O:17], predict the reaction product. (4) Given the reactants Cl[C:2]1[N:3]=[CH:4][C:5]2[NH:11][C:10](=[O:12])[CH2:9][CH2:8][N:7]([CH:13]3[CH2:18][CH2:17][CH2:16][CH2:15][CH2:14]3)[C:6]=2[N:19]=1.[NH2:20][C:21]1[CH:29]=[CH:28][C:24]([C:25]([OH:27])=[O:26])=[CH:23][C:22]=1[O:30][CH3:31].Cl, predict the reaction product. The product is: [CH:13]1([N:7]2[CH2:8][CH2:9][C:10](=[O:12])[NH:11][C:5]3[CH:4]=[N:3][C:2]([NH:20][C:21]4[CH:29]=[CH:28][C:24]([C:25]([OH:27])=[O:26])=[CH:23][C:22]=4[O:30][CH3:31])=[N:19][C:6]2=3)[CH2:18][CH2:17][CH2:16][CH2:15][CH2:14]1. (5) Given the reactants [Cl:1][C:2]1[N:6]2[CH:7]=[C:8]([C:15]3[CH:19]=[CH:18][O:17][CH:16]=3)[CH:9]=[C:10]([C:11]([F:14])([F:13])[F:12])[C:5]2=[N:4][C:3]=1[C:20]([N:22]1[CH2:27][CH2:26][C@H:25]([N:28]2[CH2:32][CH2:31][CH2:30][C:29]2=[O:33])[C@H:24]([O:34][Si](C(C)(C)C)(C)C)[CH2:23]1)=[O:21].C1COCC1.CCCC[N+](CCCC)(CCCC)CCCC.[F-], predict the reaction product. The product is: [Cl:1][C:2]1[N:6]2[CH:7]=[C:8]([C:15]3[CH:19]=[CH:18][O:17][CH:16]=3)[CH:9]=[C:10]([C:11]([F:14])([F:12])[F:13])[C:5]2=[N:4][C:3]=1[C:20]([N:22]1[CH2:27][CH2:26][C@H:25]([N:28]2[CH2:32][CH2:31][CH2:30][C:29]2=[O:33])[C@H:24]([OH:34])[CH2:23]1)=[O:21]. (6) Given the reactants CO[C:3](=[O:13])[C:4]1[CH:9]=[C:8]([F:10])[CH:7]=[CH:6][C:5]=1[CH2:11]Br.[CH2:14]([NH2:21])[C:15]1[CH:20]=[CH:19][CH:18]=[CH:17][CH:16]=1.C([O-])([O-])=O.[K+].[K+].C(OCC)(=O)C, predict the reaction product. The product is: [CH2:14]([N:21]1[CH2:11][C:5]2[C:4](=[CH:9][C:8]([F:10])=[CH:7][CH:6]=2)[C:3]1=[O:13])[C:15]1[CH:20]=[CH:19][CH:18]=[CH:17][CH:16]=1.